Dataset: Reaction yield outcomes from USPTO patents with 853,638 reactions. Task: Predict the reaction yield, written as a fraction of the theoretical maximum amount of product (1.0 means a 100% yield; for example, 0.34 means a 34% yield). (1) The reactants are [NH2:1][C:2]1[CH:3]=[C:4]2[C:20](=[O:21])[NH:19][N:18]=[CH:17][C:6]3=[C:7]([C:11]4[CH:16]=[CH:15][CH:14]=[CH:13][CH:12]=4)[NH:8][C:9]([CH:10]=1)=[C:5]23.[N:22]1([CH2:27][C:28](O)=[O:29])[CH:26]=[N:25][N:24]=[N:23]1.C(N(CC)CC)C.F[P-](F)(F)(F)(F)F.N1(OC(N(C)C)=[N+](C)C)C2N=CC=CC=2N=N1. The catalyst is CN(C)C=O. The product is [O:21]=[C:20]1[C:4]2[C:5]3[C:6](=[C:7]([C:11]4[CH:12]=[CH:13][CH:14]=[CH:15][CH:16]=4)[NH:8][C:9]=3[CH:10]=[C:2]([NH:1][C:28](=[O:29])[CH2:27][N:22]3[CH:26]=[N:25][N:24]=[N:23]3)[CH:3]=2)[CH:17]=[N:18][NH:19]1. The yield is 0.580. (2) The reactants are [CH:1]([C:4]1[CH:9]=[CH:8][C:7]([CH3:10])=[CH:6][C:5]=1[N:11]1[C:15](=[O:16])[CH2:14][S:13]/[C:12]/1=[N:17]\[C:18]([NH:20][CH2:21][CH2:22][C:23]1[CH:28]=[CH:27][C:26]([C:29]2[N:33]=[CH:32][N:31]([C:34]3[CH:39]=[CH:38][C:37]([O:40][C:41]([F:44])([F:43])[F:42])=[CH:36][CH:35]=3)[N:30]=2)=[CH:25][CH:24]=1)=[O:19])([CH3:3])[CH3:2].C(=O)(O)[O-].[Na+].[CH3:50][C:51]([CH3:53])=[O:52]. No catalyst specified. The product is [OH:52][C:51]([CH:14]1[S:13]/[C:12](=[N:17]\[C:18]([NH:20][CH2:21][CH2:22][C:23]2[CH:24]=[CH:25][C:26]([C:29]3[N:33]=[CH:32][N:31]([C:34]4[CH:35]=[CH:36][C:37]([O:40][C:41]([F:44])([F:43])[F:42])=[CH:38][CH:39]=4)[N:30]=3)=[CH:27][CH:28]=2)=[O:19])/[N:11]([C:5]2[CH:6]=[C:7]([CH3:10])[CH:8]=[CH:9][C:4]=2[CH:1]([CH3:3])[CH3:2])[C:15]1=[O:16])([CH3:53])[CH3:50]. The yield is 0.190. (3) The reactants are [CH2:1]([NH:5][C:6]1[C:7]([NH2:14])=[CH:8][C:9]([CH3:13])=[C:10]([Cl:12])[CH:11]=1)[CH2:2][CH2:3][CH3:4].O.[NH:16]1[C:24](=[O:25])[C:22](=O)[C:20](=O)[NH:19][C:17]1=[O:18].[B]=O.C(=O)(O)[O-].[Na+]. The catalyst is C(O)(=O)C.O. The product is [CH2:1]([N:5]1[C:20]2[C:22]([C:24](=[O:25])[NH:16][C:17](=[O:18])[N:19]=2)=[N:14][C:7]2[CH:8]=[C:9]([CH3:13])[C:10]([Cl:12])=[CH:11][C:6]1=2)[CH2:2][CH2:3][CH3:4]. The yield is 0.600. (4) The product is [CH2:35]([C:36]1[NH:38][N:39]=[C:4]([C:6]2[CH:7]=[C:8]3[C:12](=[CH:13][CH:14]=2)[NH:11][N:10]=[C:9]3[C:15]2[CH:24]=[CH:23][C:22]3[C:17](=[CH:18][CH:19]=[C:20]([O:25][CH2:26][C:27]4[N:28]([CH3:32])[CH:29]=[N:30][CH:31]=4)[CH:21]=3)[CH:16]=2)[N:5]=1)[CH:34]([CH3:40])[CH3:33]. The reactants are C(O[C:4]([C:6]1[CH:7]=[C:8]2[C:12](=[CH:13][CH:14]=1)[NH:11][N:10]=[C:9]2[C:15]1[CH:24]=[CH:23][C:22]2[C:17](=[CH:18][CH:19]=[C:20]([O:25][CH2:26][C:27]3[N:28]([CH3:32])[CH:29]=[N:30][CH:31]=3)[CH:21]=2)[CH:16]=1)=[NH:5])C.[CH3:33][CH:34]([CH3:40])[CH2:35][C:36]([NH:38][NH2:39])=O.C(N(CC)CC)C. No catalyst specified. The yield is 0.0500. (5) The reactants are [CH3:1][N:2]([CH2:4][C:5]1[CH:6]=[C:7](/[CH:20]=[CH:21]/[S:22]([NH2:25])(=[O:24])=[O:23])[CH:8]=[CH:9][C:10]=1[O:11][C:12]1[CH:17]=[CH:16][C:15]([S:18][CH3:19])=[CH:14][CH:13]=1)[CH3:3].S(NN)(C1C=CC(C)=CC=1)(=O)=O. The catalyst is C1(C)C=CC=CC=1. The product is [CH3:1][N:2]([CH2:4][C:5]1[CH:6]=[C:7]([CH2:20][CH2:21][S:22]([NH2:25])(=[O:23])=[O:24])[CH:8]=[CH:9][C:10]=1[O:11][C:12]1[CH:17]=[CH:16][C:15]([S:18][CH3:19])=[CH:14][CH:13]=1)[CH3:3]. The yield is 0.830. (6) The yield is 0.720. The catalyst is CN(C=O)C.C(Cl)(Cl)Cl. The reactants are ClN1C(=O)CCC1=O.[F:9][C:10]1[CH:11]=[CH:12][C:13]([CH:16]=[N:17][OH:18])=[N:14][CH:15]=1.CN([CH:22]=[CH:23][C:24]([O:26][CH2:27][CH3:28])=[O:25])C.C(N(CC)CC)C.Cl. The product is [CH2:27]([O:26][C:24]([C:23]1[C:16]([C:13]2[CH:12]=[CH:11][C:10]([F:9])=[CH:15][N:14]=2)=[N:17][O:18][CH:22]=1)=[O:25])[CH3:28]. (7) The reactants are C([O:3][C:4](/[CH:6]=[CH:7]/[C:8]1[C:13]2[CH2:14][C:15]3([O:20][C:12]=2[C:11]([O:21][CH3:22])=[CH:10][CH:9]=1)[CH2:19][CH2:18][CH2:17][CH2:16]3)=[O:5])C.[OH-].[Na+]. The catalyst is C(O)C. The product is [C:4](/[CH:6]=[CH:7]/[C:8]1[C:13]2[CH2:14][C:15]3([O:20][C:12]=2[C:11]([O:21][CH3:22])=[CH:10][CH:9]=1)[CH2:16][CH2:17][CH2:18][CH2:19]3)([OH:5])=[O:3]. The yield is 0.749.